From a dataset of Experimentally validated miRNA-target interactions with 360,000+ pairs, plus equal number of negative samples. Binary Classification. Given a miRNA mature sequence and a target amino acid sequence, predict their likelihood of interaction. (1) The miRNA is hsa-miR-1307-3p with sequence ACUCGGCGUGGCGUCGGUCGUG. The protein sequence of the target gene is MAALLLGAVLLVAQPQLVPSRPAELGQQELLRKAGTLQDDVRDGVAPNGSAQQLPQTIIIGVRKGGTRALLEMLSLHPDVAAAENEVHFFDWEEHYSHGLGWYLSQMPFSWPHQLTVEKTPAYFTSPKVPERVYSMNPSIRLLLILRDPSERVLSDYTQVFYNHMQKHKPYPSIEEFLVRDGRLNVDYKALNRSLYHVHMQNWLRFFPLRHIHIVDGDRLIRDPFPEIQKVERFLKLSPQINASNFYFNKTKGFYCLRDSGRDRCLHESKGRAHPQVDPKLLNKLHEYFHEPNKKFFELV.... Result: 1 (interaction). (2) The miRNA is hsa-miR-6124 with sequence GGGAAAAGGAAGGGGGAGGA. The protein sequence of the target gene is MAPAFLLLLLLWPQGCVSGPSADSVYTKVRLLEGETLSVQCSYKGYKNRVEGKVWCKIRKKKCEPGFARVWVKGPRYLLQDDAQAKVVNITMVALKLQDSGRYWCMRNTSGILYPLMGFQLDVSPAPQTERNIPFTHLDNILKSGTVTTGQAPTSGPDAPFTTGVMVFTPGLITLPRLLASTRPASKTGYSFTATSTTSQGPRRTMGSQTVTASPSNARDSSAGPESISTKSGDLSTRSPTTGLCLTSRSLLNRLPSMPSIRHQDVYSTVLGVVLTLLVLMLIMVYGFWKKRHMASYSMC.... Result: 0 (no interaction). (3) The miRNA is hsa-miR-6837-3p with sequence CCUUCACUGUGACUCUGCUGCAG. The protein sequence of the target gene is MAEYGTLLQDLTNNITLEDLEQLKSACKEDIPSEKSEEITTGSAWFSFLESHNKLDKDNLSYIEHIFEISRRPDLLTMVVDYRTRVLKISEEDELDTKLTRIPSAKKYKDIIRQPSEEEIIKLAPPPKKA. Result: 0 (no interaction). (4) The miRNA is rno-miR-126a-5p with sequence CAUUAUUACUUUUGGUACGCG. The protein sequence of the target gene is MRERSQDSQAGLTLYVGLFGHLGMLHRTKYSRFRNESITSLDEGSPGGSVGNKGSSPPPYPALAPHLPTEDATVSSQESPTALCTLIPRMASMKLANPITFLGLKTFCLGTKQVSRLKLQENQDQTPSRPASPESNLNRTGPAPAPDPDQVGRRPTSLRPDTCPLPGPGEPSPRSKQDGPPLQHLLGNGLNYCVRYMGCIEVLQSMRSLDFGMRTQVTREAISRLCEAVPGAHGAIKKRKAPVKFLTTVLGKSNLQFSGMNIKLTVSTSSLTLMNLDNQQIIANHQMQSISFASGGDPDT.... Result: 0 (no interaction). (5) The miRNA is hsa-miR-26a-5p with sequence UUCAAGUAAUCCAGGAUAGGCU. The protein sequence of the target gene is MDQEPVGGVERGEAVAASGAAAAAAFGESAGQMSNERGFENVELGVIGKKKKVPRRVIHFVSGETMEEYSTDEDEVDGLEKKDVLPTVDPTKLTWGPYLWFYMLRAATSTLSVCDFLGEKIASVLGISTPKYQYAIDEYYRMKKEEEEEEEENRMSEEAEKQYQQNKLQTDSIVQTDQPETVISSSFVNVNFEMEGDSEVIMESKQNPVSVPP. Result: 1 (interaction). (6) The miRNA is mmu-miR-28a-5p with sequence AAGGAGCUCACAGUCUAUUGAG. The protein sequence of the target gene is MIMNSAVSLVILLSLLCEAHTVVLLNPTDSSLPANNFTDTEAALSTPLESADIPKARRKRYISQNDMIAILDYHNQVRGKVFPPAANMEYMVWDENLAKSAEAWAATCIWDHGPSYLLRFLGQNLSVRTGRYRSILQLVKPWYDEVKDYAFPYPQDCNPRCPMRCFGPMCTHYTQMVWATSNRIGCAIHTCQNMNVWGSVWRRAVYLVCNYAPKGNWIGEAPYKVGVPCSSCPPSYGGACTDNLCFPGVTTNYLYWFK. Result: 1 (interaction). (7) The miRNA is hsa-miR-4464 with sequence AAGGUUUGGAUAGAUGCAAUA. The protein sequence of the target gene is MGGLSARPTAGRTDPAGTCWGQDPGSKMATVIPGPLSLGEDFYREAIEHCRSYNARLCAERSLRLPFLDSQTGVAQNNCYIWMEKTHRGPGLAPGQIYTYPARCWRKKRRLNILEDPRLRPCEYKIDCEAPLKKEGGLPEGPVLEALLCAETGEKKIELKEEETIMDCQKQQLLEFPHDLEVEDLEDDIPRRKNRAKGKAYGIGGLRKRQDTASLEDRDKPYVCDKFYKELAWVPEAQRKHTAKKAPDGTVIPNGYCDFCLGGSKKTGCPEDLISCADCGRSGHPSCLQFTVNMTAAVRT.... Result: 0 (no interaction). (8) The miRNA is hsa-miR-211-5p with sequence UUCCCUUUGUCAUCCUUCGCCU. The protein sequence of the target gene is MEVKGKKKFTGKSPQTSQGKNKFHKNSESSSSKTFPRKAVKEGGPKVTSKNFEKGATKPGKKGVKQFKNKPQGGKGPKDKFQKANKFSKKRKFQPDGESDESGAKKPKWDDFKKKKKELKQSRQLSDKTNYDIVVRAKHIWESLRRKDCDKEKRVKLMSDLQKLIQGKIKTIAFAHDSTRVIQCFIQYGNEEQRKQAFQELQGDLVELSKAKYSRNIVKKFLMYGSKPQVAEIIRSFKGHVRKMLRHSEASAIVEYAYNDKAILEQRNMLTEELYGNTFQLYKSADHPTLDKVLELQPAK.... Result: 0 (no interaction). (9) The miRNA is hsa-miR-6744-3p with sequence GGGCCUCUCUUGUCAUCCUGCAG. The protein sequence of the target gene is MGNVLAASSPPAGPPPPPAPALVGLPPPPPSPPGFTLPPLGGSLGAGTSTSRSSERTPGAATASASGAAEDGACGCLPNPGTFEECHRKCKELFPIQMEGVKLTVNKGLSNHFQVNHTVALSTIGESNYHFGVTYVGTKQLSPTEAFPVLVGDMDNSGSLNAQVIHQLGPGLRSKMAIQTQQSKFVNWQVDGEYRGSDFTAAVTLGNPDVLVGSGILVAHYLQSITPCLALGGELVYHRRPGEEGTVMSLAGKYTLNNWLATVTLGQAGMHATYYHKASDQLQVGVEFEASTRMQDTSVS.... Result: 1 (interaction). (10) The miRNA is hsa-miR-6889-5p with sequence UCGGGGAGUCUGGGGUCCGGAAU. The protein sequence of the target gene is MGGPRAWALLCLGLLLPGGGAAWSIGAAPFSGRRNWCSYVVTRTISCHVQNGTYLQRVLQNCPWPMSCPGSSYRTVVRPTYKVMYKIVTAREWRCCPGHSGVSCEEASSASLEPMWSGSTMRRMALRPTAFSGCLNCSKVSELTERLKVLEAKMTMLTVIEQPVPPTPATPEDPAPLWGPPPAQGSPGDGGLQDQVGAWGLPGPTGPKGDAGSRGPMGMRGPPGPQGPPGSPGRAGAVGTPGERGPPGPPGPPGPPGPPAPVGPPHARISQHGDPLLSNTFTETNNHWPQGPTGPPGPPG.... Result: 1 (interaction).